Task: Binary Classification. Given a miRNA mature sequence and a target amino acid sequence, predict their likelihood of interaction.. Dataset: Experimentally validated miRNA-target interactions with 360,000+ pairs, plus equal number of negative samples (1) The miRNA is rno-miR-29b-1-5p with sequence UUUCAUAUGGUGGUUUAGAUUU. The protein sequence of the target gene is MAGTSAPGSKRRSEPPAPRPGPPPGTGHPPSKRARGFSAAAAPDPDDPFGAHGDFTADDLEELDTLASQALSQCPAAARDVSSDHKVHRLLDGMSKNPSGKNRETVPIKDNFELEVLQAQYKELKEKMKVMEEEVLIKNGEIKILRDSLHQTESVLEEQRRSHFLLEQEKTQALSDKEKEFSKKLQSLQSELQFKDAEMNELRTKLQTSERANKLAAPSVSHVSPRKNPSVVIKPEACSPQFGKTSFPTKESFSANMSLPHPCQTESGYKPLVGREDSKPHSLRGDSIKQEEAQKSFVDS.... Result: 0 (no interaction). (2) The miRNA is hsa-miR-99a-5p with sequence AACCCGUAGAUCCGAUCUUGUG. The protein sequence of the target gene is MTLAAYKEKMKELPLVSLFCSCFLADPLNKSSYKYEADTVDLNWCVISDMEVIELNKCTSGQSFEVILKPPSFDGVPEFNASLPRRRDPSLEEIQKKLEAAEERRKYQEAELLKHLAEKREHEREVIQKAIEENNNFIKMAKEKLAQKMESNKENREAHLAAMLERLQEKDKHAEEVRKNKELKEEASR. Result: 0 (no interaction). (3) The miRNA is mmu-miR-345-5p with sequence GCUGACCCCUAGUCCAGUGCUU. The protein sequence of the target gene is MSRRRISCKDLGHADCQGWLYKKKEKGTFLSNKWKKFWVVLKGSSLYWYSNQMAEKADGFVNLSDFTVERASECKKKNAFKINHPQIKAFYFAAENLQEMNVWLNKLGFAVTHQESITKDEECYSESEQEDPEVAVEAPPPPYASTTSSPVAAQWASSSSPKRRETSCSFSSLENTVKAPSQFSSSGSKERQSWHNIVNSSPATEDAGLPLTFAEQVHTLAFSEASNCQAPENNCITSEGGLLNLLSSDDTSSLNNNKDHLTVPDRAAGSRMADREEIKSSEDDEMEKLYKSLEQASLSP.... Result: 0 (no interaction). (4) The miRNA is hsa-miR-1245a with sequence AAGUGAUCUAAAGGCCUACAU. The protein sequence of the target gene is MRKFNIRKVLDGLTAGSSSASQQQQQQQHPPGNREPEIQETLQSEHFQLCKTVRHGFPYQPSALAFDPVQKILAVGTQTGALRLFGRPGVECYCQHDSGAAVIQLQFLINEGALVSALADDTLHLWNLRQKRPAVLHSLKFCRERVTFCHLPFQSKWLYVGTERGNIHIVNVESFTLSGYVIMWNKAIELSSKAHPGPVVHISDNPMDEGKLLIGFESGTVVLWDLKSKKADYRYTYDEAIHSVAWHHEGKQFICSHSDGTLTIWNVRSPAKPVQTITPHGKQLKDGKKPEPCKPILKVE.... Result: 0 (no interaction). (5) Result: 0 (no interaction). The protein sequence of the target gene is MAAAAECDVVMAATEPELLDDQEAKREAETFKEQGNAYYAKKDYNEAYNYYTKAIDMCPKNASYYGNRAATLMMLGRFREALGDAQQSVRLDDSFVRGHLREGKCHLSLGNAMAACRSFQRALELDHKNAQAQQEFKNANAVMEYEKIAETDFEKRDFRKVVFCMDRALEFAPACHRFKILKAECLAMLGRYPEAQSVASDILRMDSTNADALYVRGLCLYYEDCIEKAVQFFVQALRMAPDHEKACIACRNAKALKAKKEDGNKAFKEGNYKLAYELYTEALGIDPNNIKTNAKLYCNR.... The miRNA is hsa-miR-6511a-5p with sequence CAGGCAGAAGUGGGGCUGACAGG.